Task: Predict the reaction yield, written as a fraction of the theoretical maximum amount of product (1.0 means a 100% yield; for example, 0.34 means a 34% yield).. Dataset: Reaction yield outcomes from USPTO patents with 853,638 reactions (1) The reactants are [CH3:1][N:2]1[C:7](=[O:8])[C:6]2=[CH:9][N:10]([CH2:12][C:13]3[CH:18]=[CH:17][C:16]([C:19]4[CH:24]=[CH:23][CH:22]=[C:21]([F:25])[N:20]=4)=[CH:15][CH:14]=3)[CH:11]=[C:5]2[N:4]2[C@H:26]3[CH2:31][CH2:30][CH2:29][C@H:27]3[N:28]=[C:3]12.[Cl:32]N1C(=O)CCC1=O. The catalyst is C(Cl)(Cl)(Cl)Cl.CN(C=O)C. The product is [Cl:32][C:11]1[N:10]([CH2:12][C:13]2[CH:18]=[CH:17][C:16]([C:19]3[CH:24]=[CH:23][CH:22]=[C:21]([F:25])[N:20]=3)=[CH:15][CH:14]=2)[CH:9]=[C:6]2[C:5]=1[N:4]1[C@H:26]3[CH2:31][CH2:30][CH2:29][C@H:27]3[N:28]=[C:3]1[N:2]([CH3:1])[C:7]2=[O:8]. The yield is 0.450. (2) The reactants are [CH3:1][O:2][C:3](=[O:6])[CH2:4][NH2:5].[CH3:7][O:8][CH2:9][CH2:10][O:11][C:12]1[CH:13]=[C:14]([CH:17]=[CH:18][CH:19]=1)[CH:15]=O. No catalyst specified. The product is [CH3:7][O:8][CH2:9][CH2:10][O:11][C:12]1[CH:13]=[C:14]([CH:17]=[CH:18][CH:19]=1)[CH2:15][NH:5][CH2:4][C:3]([O:2][CH3:1])=[O:6]. The yield is 0.550. (3) The reactants are [CH2:1]([O:3][C@@H:4]1[CH2:9][CH2:8][C@H:7]([N:10]2[CH2:15][CH2:14][CH:13]([NH:16][C:17]3[CH:22]=[C:21]([CH3:23])[CH:20]=[CH:19][C:18]=3[N+:24]([O-])=O)[CH2:12][CH2:11]2)[CH2:6][CH2:5]1)[CH3:2].O.NN. The catalyst is C(O)C.[Ni]. The product is [NH2:24][C:18]1[CH:19]=[CH:20][C:21]([CH3:23])=[CH:22][C:17]=1[NH:16][CH:13]1[CH2:12][CH2:11][N:10]([C@H:7]2[CH2:8][CH2:9][C@@H:4]([O:3][CH2:1][CH3:2])[CH2:5][CH2:6]2)[CH2:15][CH2:14]1. The yield is 1.00. (4) The reactants are [C:1]1([C:13](Cl)=[O:14])[CH:6]=[C:5]([C:7](Cl)=[O:8])[CH:4]=[C:3]([C:10](Cl)=[O:11])[CH:2]=1.[Cl-].[Al+3].[Cl-].[Cl-].ClCCl.[F:23][C:24]1[CH:29]=[CH:28][CH:27]=[CH:26][CH:25]=1. The catalyst is O. The product is [F:23][C:24]1[CH:29]=[CH:28][C:27]([C:13]([C:1]2[CH:6]=[C:5]([C:7]([C:27]3[CH:28]=[CH:29][C:24]([F:23])=[CH:25][CH:26]=3)=[O:8])[CH:4]=[C:3]([C:10](=[O:11])[C:27]3[CH:28]=[CH:29][C:24]([F:23])=[CH:25][CH:26]=3)[CH:2]=2)=[O:14])=[CH:26][CH:25]=1. The yield is 0.700. (5) The reactants are [CH2:1]([NH:3][C:4](=[O:16])[C:5]1[C:10]([Si:11]([CH3:14])([CH3:13])[CH3:12])=[CH:9][CH:8]=[CH:7][C:6]=1[I:15])[CH3:2].[CH2:17](N)C#C. No catalyst specified. The product is [I:15][C:6]1[CH:7]=[CH:8][CH:9]=[C:10]([Si:11]([CH3:14])([CH3:13])[CH3:12])[C:5]=1[C:4]([NH:3][CH2:1][C:2]#[CH:17])=[O:16]. The yield is 0.850.